This data is from Reaction yield outcomes from USPTO patents with 853,638 reactions. The task is: Predict the reaction yield, written as a fraction of the theoretical maximum amount of product (1.0 means a 100% yield; for example, 0.34 means a 34% yield). (1) The reactants are [CH2:1]([O:3][C:4]1[CH:9]=[CH:8][N+:7]([O-])=[CH:6][CH:5]=1)[CH3:2].C(OC(=O)C)(=[O:13])C. No catalyst specified. The product is [CH2:1]([O:3][C:4]1[CH:9]=[CH:8][N:7]=[C:6]([OH:13])[CH:5]=1)[CH3:2]. The yield is 0.450. (2) The reactants are [NH:1]1[CH2:6][CH2:5][O:4][CH2:3][CH2:2]1.Br[CH2:8][CH2:9][CH2:10][Cl:11]. The catalyst is C1(C)C=CC=CC=1. The product is [Cl:11][CH2:10][CH2:9][CH2:8][N:1]1[CH2:6][CH2:5][O:4][CH2:3][CH2:2]1. The yield is 0.770. (3) The reactants are [CH3:1][O:2][C:3]([C:5]1[CH:10]=[C:9](S(C)(=O)=O)[N:8]=[C:7]([Cl:15])[N:6]=1)=[O:4].[NH3:16]. The catalyst is O1CCOCC1.CO. The product is [CH3:1][O:2][C:3]([C:5]1[CH:10]=[C:9]([NH2:16])[N:8]=[C:7]([Cl:15])[N:6]=1)=[O:4]. The yield is 0.850. (4) The reactants are [CH3:1][O:2][C:3]1[C:4]([CH2:13][CH:14]=[CH2:15])=[C:5]([CH:10]=[CH:11][CH:12]=1)[C:6]([O:8]C)=[O:7]. The catalyst is CO.[Pd]. The product is [CH3:1][O:2][C:3]1[C:4]([CH2:13][CH2:14][CH3:15])=[C:5]([CH:10]=[CH:11][CH:12]=1)[C:6]([OH:8])=[O:7]. The yield is 0.380. (5) The reactants are [Cl-].O[NH3+:3].[C:4](=[O:7])([O-])[OH:5].[Na+].CS(C)=O.[Si]([O:20][CH:21]1[CH2:26][O:25][C:24]2([CH2:31][CH2:30][CH:29]([N:32]3[C:37](=[O:38])[C:36]([CH2:39][C:40]4[CH:45]=[CH:44][C:43]([C:46]5[C:47]([C:52]#[N:53])=[CH:48][CH:49]=[CH:50][CH:51]=5)=[CH:42][CH:41]=4)=[C:35]([CH2:54][CH2:55][CH3:56])[N:34]4[N:57]=[CH:58][N:59]=[C:33]34)[CH2:28][CH2:27]2)[O:23][CH2:22]1)(C(C)(C)C)(C)C. The catalyst is O.C(OCC)(=O)C. The product is [OH:20][CH:21]1[CH2:26][O:25][C:24]2([CH2:27][CH2:28][CH:29]([N:32]3[C:37](=[O:38])[C:36]([CH2:39][C:40]4[CH:41]=[CH:42][C:43]([C:46]5[CH:51]=[CH:50][CH:49]=[CH:48][C:47]=5[C:52]5[NH:3][C:4](=[O:7])[O:5][N:53]=5)=[CH:44][CH:45]=4)=[C:35]([CH2:54][CH2:55][CH3:56])[N:34]4[N:57]=[CH:58][N:59]=[C:33]34)[CH2:30][CH2:31]2)[O:23][CH2:22]1. The yield is 0.510. (6) The reactants are Br[C:2]1[CH:3]=[C:4]([C:7]([O:9][CH3:10])=[O:8])[S:5][CH:6]=1.C([O-])([O-])=O.[K+].[K+].[CH2:17]([N:19]1[C:23](B2OC(C)(C)C(C)(C)O2)=[CH:22][CH:21]=[N:20]1)[CH3:18]. The catalyst is O1CCOCC1.O.C1C=CC([P]([Pd]([P](C2C=CC=CC=2)(C2C=CC=CC=2)C2C=CC=CC=2)([P](C2C=CC=CC=2)(C2C=CC=CC=2)C2C=CC=CC=2)[P](C2C=CC=CC=2)(C2C=CC=CC=2)C2C=CC=CC=2)(C2C=CC=CC=2)C2C=CC=CC=2)=CC=1. The product is [CH2:17]([N:19]1[C:23]([C:2]2[CH:3]=[C:4]([C:7]([O:9][CH3:10])=[O:8])[S:5][CH:6]=2)=[CH:22][CH:21]=[N:20]1)[CH3:18]. The yield is 0.660. (7) The reactants are [CH:1]([C:4]1[N:24]=[C:7]2[CH:8]=[C:9]([NH:12][C:13]([C:15]3[N:19]([CH3:20])[N:18]=[CH:17][C:16]=3[C:21](O)=[O:22])=[O:14])[CH:10]=[CH:11][N:6]2[N:5]=1)([CH3:3])[CH3:2].Cl.[F:26][CH:27]1[CH2:30][NH:29][CH2:28]1.CCCP(=O)=O.C(N(C(C)C)CC)(C)C. The catalyst is O1CCCC1. The product is [CH:1]([C:4]1[N:24]=[C:7]2[CH:8]=[C:9]([NH:12][C:13]([C:15]3[N:19]([CH3:20])[N:18]=[CH:17][C:16]=3[C:21]([N:29]3[CH2:30][CH:27]([F:26])[CH2:28]3)=[O:22])=[O:14])[CH:10]=[CH:11][N:6]2[N:5]=1)([CH3:2])[CH3:3]. The yield is 0.864. (8) The reactants are [Cl:1][C:2]1[N:7]=[C:6]([CH2:8][C:9]([C:11]2[C:12]([F:29])=[C:13]([NH:17][S:18]([C:21]3[C:26]([F:27])=[CH:25][CH:24]=[CH:23][C:22]=3[F:28])(=[O:20])=[O:19])[CH:14]=[CH:15][CH:16]=2)=O)[CH:5]=[CH:4][N:3]=1.ClCCl.BrN1C(=O)CCC1=O.[CH3:41][C:42]([CH3:47])([CH3:46])[C:43](=[S:45])[NH2:44]. The catalyst is C(OCC)(=O)C.O. The product is [Cl:1][C:2]1[N:7]=[C:6]([C:8]2[S:45][C:43]([C:42]([CH3:47])([CH3:46])[CH3:41])=[N:44][C:9]=2[C:11]2[C:12]([F:29])=[C:13]([NH:17][S:18]([C:21]3[C:26]([F:27])=[CH:25][CH:24]=[CH:23][C:22]=3[F:28])(=[O:20])=[O:19])[CH:14]=[CH:15][CH:16]=2)[CH:5]=[CH:4][N:3]=1. The yield is 0.800. (9) The reactants are Cl.[NH2:2][C@H:3]([C:7]1[CH:12]=[CH:11][CH:10]=[CH:9][CH:8]=1)[CH2:4][CH2:5][OH:6].[C:13]([O:17][C:18]([NH:20][C:21]1([C:36](O)=[O:37])[CH2:26][CH2:25][N:24]([C:27]2[C:28]3[CH:35]=[CH:34][NH:33][C:29]=3[N:30]=[CH:31][N:32]=2)[CH2:23][CH2:22]1)=[O:19])([CH3:16])([CH3:15])[CH3:14].CCN(C(C)C)C(C)C.F[P-](F)(F)(F)(F)F.N1(OC(N(C)C)=[N+](C)C)C2N=CC=CC=2N=N1. The catalyst is CC(N(C)C)=O. The product is [OH:6][CH2:5][CH2:4][C@H:3]([NH:2][C:36]([C:21]1([NH:20][C:18](=[O:19])[O:17][C:13]([CH3:15])([CH3:14])[CH3:16])[CH2:22][CH2:23][N:24]([C:27]2[C:28]3[CH:35]=[CH:34][NH:33][C:29]=3[N:30]=[CH:31][N:32]=2)[CH2:25][CH2:26]1)=[O:37])[C:7]1[CH:12]=[CH:11][CH:10]=[CH:9][CH:8]=1. The yield is 0.488.